Task: Predict which catalyst facilitates the given reaction.. Dataset: Catalyst prediction with 721,799 reactions and 888 catalyst types from USPTO (1) Reactant: [CH3:1][N:2]1[C:10]([C:11](=O)[CH3:12])=[C:9]2[C:4]([N:5]([C:14]3[C:19]([CH3:20])=[CH:18][C:17]([CH3:21])=[CH:16][C:15]=3[CH3:22])[CH2:6][CH2:7][CH2:8]2)=[N:3]1.Cl.[O:24]([NH2:26])[CH3:25].C(=O)([O-])[O-].[K+].[K+]. Product: [CH3:25][O:24][N:26]=[C:11]([C:10]1[N:2]([CH3:1])[N:3]=[C:4]2[C:9]=1[CH2:8][CH2:7][CH2:6][N:5]2[C:14]1[C:15]([CH3:22])=[CH:16][C:17]([CH3:21])=[CH:18][C:19]=1[CH3:20])[CH3:12]. The catalyst class is: 8. (2) Reactant: [NH2:1][C:2]1[C:7]([C:8]#[N:9])=[C:6]([O:10][CH2:11][CH3:12])[N:5]=[C:4]([C:13]([NH:15][CH2:16][CH:17]2[CH2:22][CH2:21][NH:20][CH2:19][CH2:18]2)=[O:14])[CH:3]=1.Br[CH2:24][C:25]1[CH:26]=[CH:27][C:28]([C:31]2[CH:36]=[CH:35][CH:34]=[CH:33][N:32]=2)=[N:29][CH:30]=1.C(=O)([O-])[O-].[Cs+].[Cs+]. Product: [N:29]1[CH:30]=[C:25]([CH2:24][N:20]2[CH2:21][CH2:22][CH:17]([CH2:16][NH:15][C:13](=[O:14])[C:4]3[CH:3]=[C:2]([NH2:1])[C:7]([C:8]#[N:9])=[C:6]([O:10][CH2:11][CH3:12])[N:5]=3)[CH2:18][CH2:19]2)[CH:26]=[CH:27][C:28]=1[C:31]1[CH:36]=[CH:35][CH:34]=[CH:33][N:32]=1. The catalyst class is: 9. (3) Reactant: [C:1]([C:3]1[C:8](=[O:9])[N:7]([CH2:10][C:11]2[CH:16]=[CH:15][C:14]([CH3:17])=[CH:13][C:12]=2[CH3:18])[C:6]([C:19]2[CH:24]=[CH:23][C:22]([O:25][C:26]3[CH:27]=[C:28]4[C:32](=[CH:33][CH:34]=3)[NH:31][C:30]([C:35]([NH:37][CH2:38][CH:39]([OH:42])[CH2:40][OH:41])=[O:36])=[CH:29]4)=[CH:21][CH:20]=2)=[CH:5][C:4]=1[C:43]([F:46])([F:45])[F:44])#[N:2].[C:47]([C:49]1C(=O)N(CC2C=CC(C)=CC=2C)C(C2C=CC(OC3C=C4C(=CC=3)NC(C(O)=O)=C4)=CC=2)=C[C:50]=1C(F)(F)F)#N.CCN=C=NCCCN(C)C.Cl.C1C=CC2N(O)N=NC=2C=1.CC1(C)OC(CN)CO1. Product: [CH3:47][C:49]1([CH3:50])[O:42][CH:39]([CH2:38][NH:37][C:35]([C:30]2[NH:31][C:32]3[C:28]([CH:29]=2)=[CH:27][C:26]([O:25][C:22]2[CH:23]=[CH:24][C:19]([C:6]4[N:7]([CH2:10][C:11]5[CH:16]=[CH:15][C:14]([CH3:17])=[CH:13][C:12]=5[CH3:18])[C:8](=[O:9])[C:3]([C:1]#[N:2])=[C:4]([C:43]([F:44])([F:45])[F:46])[CH:5]=4)=[CH:20][CH:21]=2)=[CH:34][CH:33]=3)=[O:36])[CH2:40][O:41]1. The catalyst class is: 795.